From a dataset of Forward reaction prediction with 1.9M reactions from USPTO patents (1976-2016). Predict the product of the given reaction. (1) Given the reactants [C:1]([O:5][C:6]([NH:8][C@@H:9]1[C:18]2[C:13](=[CH:14][C:15]([C:20](O)=[O:21])=[C:16]([Cl:19])[CH:17]=2)[S:12][CH2:11][CH2:10]1)=[O:7])([CH3:4])([CH3:3])[CH3:2].[NH2:23][C:24]1[CH:29]=[CH:28][N:27]=[CH:26][CH:25]=1.[I-].ClC1C=CC=C[N+]=1C, predict the reaction product. The product is: [C:1]([O:5][C:6]([NH:8][C@@H:9]1[C:18]2[C:13](=[CH:14][C:15]([C:20]([NH:23][C:24]3[CH:29]=[CH:28][N:27]=[CH:26][CH:25]=3)=[O:21])=[C:16]([Cl:19])[CH:17]=2)[S:12][CH2:11][CH2:10]1)=[O:7])([CH3:3])([CH3:2])[CH3:4]. (2) The product is: [N:21]1[CH:20]=[CH:19][C:18]([CH:15]2[CH2:16][CH2:17][C:12]3([CH2:8][NH:9][CH2:10][CH2:11]3)[CH2:13][CH2:14]2)=[CH:23][CH:22]=1. Given the reactants C([CH:8]1[C:12]2([CH2:17][CH2:16][C:15]([C:18]3[CH:23]=[CH:22][N:21]=[CH:20][CH:19]=3)=[CH:14][CH2:13]2)[CH2:11][CH2:10][NH:9]1)C1C=CC=CC=1, predict the reaction product. (3) Given the reactants [C:1](OC(=O)C)(=[O:3])C.C(O)=O.Cl.Cl.[NH2:13][CH:14]([CH2:23][CH3:24])[C:15]([C:17]1[CH:18]=[N:19][CH:20]=[CH:21][CH:22]=1)=[O:16].C(=O)([O-])O.[Na+], predict the reaction product. The product is: [CH:1]([NH:13][CH:14]([CH2:23][CH3:24])[C:15]([C:17]1[CH:18]=[N:19][CH:20]=[CH:21][CH:22]=1)=[O:16])=[O:3]. (4) Given the reactants [C:1]([C:4]1[CH:9]=[CH:8][C:7]([C:10]2[C:11]3[C:12]4[CH:25]=[CH:24][S:23][C:13]=4[C:14](=[O:22])[NH:15][C:16]=3[CH:17]=[CH:18][C:19]=2[O:20]C)=[CH:6][CH:5]=1)(=[O:3])[CH3:2].BrB(Br)Br, predict the reaction product. The product is: [C:1]([C:4]1[CH:5]=[CH:6][C:7]([C:10]2[C:11]3[C:12]4[CH:25]=[CH:24][S:23][C:13]=4[C:14](=[O:22])[NH:15][C:16]=3[CH:17]=[CH:18][C:19]=2[OH:20])=[CH:8][CH:9]=1)(=[O:3])[CH3:2]. (5) Given the reactants C([N:8]1[CH2:13][CH2:12][CH:11]([N:14]2[CH2:19][CH2:18][CH2:17][CH:16]([C:20]([N:22]3[CH2:27][CH2:26][CH2:25][CH2:24][CH2:23]3)=[O:21])[CH2:15]2)[CH2:10][CH2:9]1)C1C=CC=CC=1.C(OCC)(=O)C.[ClH:34], predict the reaction product. The product is: [ClH:34].[ClH:34].[N:22]1([C:20]([CH:16]2[CH2:17][CH2:18][CH2:19][N:14]([CH:11]3[CH2:10][CH2:9][NH:8][CH2:13][CH2:12]3)[CH2:15]2)=[O:21])[CH2:23][CH2:24][CH2:25][CH2:26][CH2:27]1. (6) Given the reactants [Si:1]([O:8][C:9]1[CH:14]=[CH:13][C:12]([OH:15])=[CH:11][CH:10]=1)([C:4]([CH3:7])([CH3:6])[CH3:5])([CH3:3])[CH3:2].C([O-])([O-])=O.[Cs+].[Cs+].Cl[CH2:23][C:24]1[CH:25]=[N:26][C:27]([NH:30][C:31]2[CH:36]=[CH:35][C:34]([Cl:37])=[C:33]([Cl:38])[CH:32]=2)=[N:28][CH:29]=1, predict the reaction product. The product is: [Si:1]([O:8][C:9]1[CH:14]=[CH:13][C:12]([O:15][CH2:23][C:24]2[CH:29]=[N:28][C:27]([NH:30][C:31]3[CH:36]=[CH:35][C:34]([Cl:37])=[C:33]([Cl:38])[CH:32]=3)=[N:26][CH:25]=2)=[CH:11][CH:10]=1)([C:4]([CH3:7])([CH3:6])[CH3:5])([CH3:3])[CH3:2].